From a dataset of Forward reaction prediction with 1.9M reactions from USPTO patents (1976-2016). Predict the product of the given reaction. (1) The product is: [CH:36]([N:21]([CH:18]([CH3:20])[CH3:19])[CH2:22][CH2:23][NH:24][C:25]([C:27]1[C:31]([CH3:32])=[C:30]([CH:33]=[C:10]2[C:9]3[C:13](=[CH:14][CH:15]=[CH:16][C:8]=3[C:4]3[CH:5]=[CH:6][CH:7]=[C:2]([Br:1])[CH:3]=3)[NH:12][C:11]2=[O:17])[NH:29][C:28]=1[CH3:35])=[O:26])([CH3:37])[CH3:38]. Given the reactants [Br:1][C:2]1[CH:3]=[C:4]([C:8]2[CH:16]=[CH:15][CH:14]=[C:13]3[C:9]=2[CH2:10][C:11](=[O:17])[NH:12]3)[CH:5]=[CH:6][CH:7]=1.[CH:18]([N:21]([CH:36]([CH3:38])[CH3:37])[CH2:22][CH2:23][NH:24][C:25]([C:27]1[C:31]([CH3:32])=[C:30]([CH:33]=O)[NH:29][C:28]=1[CH3:35])=[O:26])([CH3:20])[CH3:19], predict the reaction product. (2) Given the reactants [Br:1][C:2]1[C:3]([O:12][CH3:13])=[C:4]([CH:9]([NH2:11])[CH3:10])[CH:5]=[C:6]([Cl:8])[CH:7]=1.Br[C:15]1[N:23]=[CH:22][N:21]=[C:20]2[C:16]=1[N:17]=[CH:18][N:19]2[CH:24]1[CH2:29][CH2:28][CH2:27][CH2:26][O:25]1.C(N(CC)C(C)C)(C)C.C(=O)(O)[O-].[Na+], predict the reaction product. The product is: [Br:1][C:2]1[C:3]([O:12][CH3:13])=[C:4]([CH:9]([NH:11][C:15]2[N:23]=[CH:22][N:21]=[C:20]3[C:16]=2[N:17]=[CH:18][N:19]3[CH:24]2[CH2:29][CH2:28][CH2:27][CH2:26][O:25]2)[CH3:10])[CH:5]=[C:6]([Cl:8])[CH:7]=1. (3) Given the reactants [Cl:1][C:2]1[CH:7]=[CH:6][C:5]([C:8](=[O:10])[CH3:9])=[C:4]([OH:11])[CH:3]=1.[CH2:12](I)[CH3:13].C(=O)([O-])[O-].[K+].[K+], predict the reaction product. The product is: [Cl:1][C:2]1[CH:7]=[CH:6][C:5]([C:8](=[O:10])[CH3:9])=[C:4]([O:11][CH2:12][CH3:13])[CH:3]=1. (4) Given the reactants Cl[C:2]1[N:3]=[C:4]([N:15]2[CH2:20][CH2:19][O:18][CH2:17][C@@H:16]2[CH3:21])[C:5]2[CH2:10][S:9](=[O:12])(=[O:11])[C:8]([F:14])([CH3:13])[C:6]=2[N:7]=1.[CH:22]1([NH:25][C:26]([NH:28][C:29]2[CH:34]=[CH:33][C:32](B3OC(C)(C)C(C)(C)O3)=[CH:31][CH:30]=2)=[O:27])[CH2:24][CH2:23]1, predict the reaction product. The product is: [CH:22]1([NH:25][C:26]([NH:28][C:29]2[CH:34]=[CH:33][C:32]([C:2]3[N:3]=[C:4]([N:15]4[CH2:20][CH2:19][O:18][CH2:17][C@@H:16]4[CH3:21])[C:5]4[CH2:10][S:9](=[O:12])(=[O:11])[C:8]([F:14])([CH3:13])[C:6]=4[N:7]=3)=[CH:31][CH:30]=2)=[O:27])[CH2:24][CH2:23]1. (5) Given the reactants [CH3:1][O:2][N:3]=[CH:4][C:5]1[CH:10]=[CH:9][CH:8]=[CH:7][C:6]=1[CH3:11].C([BH3-])#N.[Na+], predict the reaction product. The product is: [CH3:11][C:6]1[CH:7]=[CH:8][CH:9]=[CH:10][C:5]=1[CH2:4][NH:3][O:2][CH3:1].